Dataset: Catalyst prediction with 721,799 reactions and 888 catalyst types from USPTO. Task: Predict which catalyst facilitates the given reaction. (1) Reactant: [CH2:1]([N:3]1[C:12]2[C:7](=[CH:8][C:9]([C:13]3[CH:14]=[N:15][C:16]([NH:28][C:29](=[O:33])[NH:30][CH2:31][CH3:32])=[CH:17][C:18]=3[C:19]3[S:20][CH:21]=[C:22]([C:24]([F:27])([F:26])[F:25])[N:23]=3)=[CH:10][N:11]=2)[C:6](=[O:34])[C:5]([C:35]([O:37]CC)=[O:36])=[CH:4]1)[CH3:2]. Product: [CH2:1]([N:3]1[C:12]2[C:7](=[CH:8][C:9]([C:13]3[CH:14]=[N:15][C:16]([NH:28][C:29](=[O:33])[NH:30][CH2:31][CH3:32])=[CH:17][C:18]=3[C:19]3[S:20][CH:21]=[C:22]([C:24]([F:26])([F:27])[F:25])[N:23]=3)=[CH:10][N:11]=2)[C:6](=[O:34])[C:5]([C:35]([OH:37])=[O:36])=[CH:4]1)[CH3:2]. The catalyst class is: 8. (2) Reactant: [Br:1][C:2]1[CH:10]=[C:9]([CH2:11][C:12]([CH3:15])([CH3:14])[CH3:13])[CH:8]=[C:7]2[C:3]=1[CH2:4][CH:5]([CH3:17])[C:6]2=[O:16].[BH4-].[Na+].[OH-].[K+].I[CH3:23]. Product: [CH3:23][O:16][CH:6]1[C:7]2[C:3](=[C:2]([Br:1])[CH:10]=[C:9]([CH2:11][C:12]([CH3:13])([CH3:15])[CH3:14])[CH:8]=2)[CH2:4][CH:5]1[CH3:17]. The catalyst class is: 278. (3) Reactant: [Cl:1][CH:2]([C:15]1[CH:20]=[CH:19][CH:18]=[CH:17][CH:16]=1)[C:3]([C:5]1[C:13]2[C:8](=[CH:9][CH:10]=[C:11]([F:14])[CH:12]=2)[NH:7][CH:6]=1)=[O:4].[H-].[Na+].[S:23](Cl)([CH3:26])(=[O:25])=[O:24].O. Product: [Cl:1][CH:2]([C:15]1[CH:20]=[CH:19][CH:18]=[CH:17][CH:16]=1)[C:3]([C:5]1[C:13]2[C:8](=[CH:9][CH:10]=[C:11]([F:14])[CH:12]=2)[N:7]([S:23]([CH3:26])(=[O:25])=[O:24])[CH:6]=1)=[O:4]. The catalyst class is: 239.